The task is: Predict the reaction yield, written as a fraction of the theoretical maximum amount of product (1.0 means a 100% yield; for example, 0.34 means a 34% yield).. This data is from Reaction yield outcomes from USPTO patents with 853,638 reactions. (1) The reactants are [CH3:1][C:2]1[CH:7]=[CH:6][C:5]([S:8]([O:11][CH2:12][CH:13]2[CH2:17][C:16]3[CH:18]=[CH:19][CH:20]=[C:21](Br)[C:15]=3[O:14]2)(=[O:10])=[O:9])=[CH:4][CH:3]=1.[F:23][C:24]1[CH:29]=[CH:28][C:27](B(O)O)=[CH:26][CH:25]=1.C(=O)([O-])[O-].[K+].[K+]. The catalyst is CC1C=CC=CC=1[P](C1C=CC=CC=1C)([Pd](Cl)(Cl)[P](C1=C(C)C=CC=C1)(C1C=CC=CC=1C)C1C=CC=CC=1C)C1C=CC=CC=1C. The product is [CH3:1][C:2]1[CH:7]=[CH:6][C:5]([S:8]([O:11][CH2:12][CH:13]2[CH2:17][C:16]3[CH:18]=[CH:19][CH:20]=[C:21]([C:27]4[CH:28]=[CH:29][C:24]([F:23])=[CH:25][CH:26]=4)[C:15]=3[O:14]2)(=[O:10])=[O:9])=[CH:4][CH:3]=1. The yield is 0.780. (2) The reactants are [Br:1][C:2]1[CH:7]=[C:6]([NH:8][CH2:9][C:10]2[CH:15]=[CH:14][C:13]([O:16][CH3:17])=[CH:12][CH:11]=2)[C:5]([NH2:18])=[CH:4][CH:3]=1.[CH3:19]C1C=CC(S(O)(=O)=O)=CC=1.O. The catalyst is C(OC)(OC)OC. The product is [Br:1][C:2]1[CH:3]=[CH:4][C:5]2[N:18]=[CH:19][N:8]([CH2:9][C:10]3[CH:15]=[CH:14][C:13]([O:16][CH3:17])=[CH:12][CH:11]=3)[C:6]=2[CH:7]=1. The yield is 0.790. (3) The reactants are C([NH:4][C:5]1[CH:10]=[CH:9][N:8]([C:11]([C@@H:13]([C@H:23]([CH2:36][OH:37])[O:24][CH2:25][P:26]([O:32][CH:33]([CH3:35])[CH3:34])([O:28][CH:29]([CH3:31])[CH3:30])=[O:27])[O:14]C(=O)C2C=CC=CC=2)=[O:12])[C:7](=[O:38])[N:6]=1)(=O)C.N. The catalyst is CO. The product is [N:8]1([C:11]([C@@H:13]([C@H:23]([CH2:36][OH:37])[O:24][CH2:25][P:26]([O:32][CH:33]([CH3:35])[CH3:34])([O:28][CH:29]([CH3:30])[CH3:31])=[O:27])[OH:14])=[O:12])[CH:9]=[CH:10][C:5]([NH2:4])=[N:6][C:7]1=[O:38]. The yield is 0.860. (4) The yield is 0.269. The product is [NH2:1][C:2]1[C:3]2[N:4]([C:8]([C@@H:26]3[CH2:31][CH2:30][CH2:29][CH2:28][N:27]3[C:32](=[O:36])[C:33]#[C:34][CH3:35])=[N:9][C:10]=2[C:11]2[CH:12]=[CH:13][C:14]([C:15]([NH:17][C:18]3[CH:23]=[CH:22][N:21]=[CH:20][N:19]=3)=[O:16])=[CH:24][CH:25]=2)[CH:5]=[CH:6][N:7]=1. The reactants are [NH2:1][C:2]1[C:3]2[N:4]([C:8]([C@@H:26]3[CH2:31][CH2:30][CH2:29][CH2:28][NH:27]3)=[N:9][C:10]=2[C:11]2[CH:25]=[CH:24][C:14]([C:15]([NH:17][C:18]3[CH:23]=[CH:22][N:21]=[CH:20][N:19]=3)=[O:16])=[CH:13][CH:12]=2)[CH:5]=[CH:6][N:7]=1.[C:32](O)(=[O:36])[C:33]#[C:34][CH3:35]. No catalyst specified. (5) The reactants are Br[C:2]1[CH:3]=[CH:4][C:5]([NH:8][CH2:9][C:10]([O:12][CH3:13])=[O:11])=[N:6][CH:7]=1.[C:14]([O:18][C:19]([CH3:22])([CH3:21])[CH3:20])(=[O:17])[CH:15]=[CH2:16].CCN(C(C)C)C(C)C.CC1C=CC=CC=1P(C1C=CC=CC=1C)C1C=CC=CC=1C. The catalyst is C(#N)CC.CC([O-])=O.CC([O-])=O.[Pd+2]. The product is [CH3:13][O:12][C:10]([CH2:9][NH:8][C:5]1[N:6]=[CH:7][C:2](/[CH:16]=[CH:15]/[C:14]([O:18][C:19]([CH3:22])([CH3:21])[CH3:20])=[O:17])=[CH:3][CH:4]=1)=[O:11]. The yield is 0.930.